This data is from Catalyst prediction with 721,799 reactions and 888 catalyst types from USPTO. The task is: Predict which catalyst facilitates the given reaction. Reactant: Cl[C:2]1[C:11]2[C:6](=[CH:7][C:8]([S:12]([N:15]([CH2:21][C:22]3[CH:27]=[CH:26][C:25]([O:28][CH3:29])=[CH:24][C:23]=3[O:30][CH3:31])[C:16]3[S:17][CH:18]=[CH:19][N:20]=3)(=[O:14])=[O:13])=[CH:9][CH:10]=2)[C:5]([F:32])=[CH:4][N:3]=1.[C:33]([C:35]1[CH:40]=[CH:39][CH:38]=[CH:37][C:36]=1B(O)O)#[N:34].C(=O)([O-])[O-:45].[K+].[K+].O1CCOCC1. Product: [CH3:31][O:30][C:23]1[CH:24]=[C:25]([O:28][CH3:29])[CH:26]=[CH:27][C:22]=1[CH2:21][N:15]([C:16]1[S:17][CH:18]=[CH:19][N:20]=1)[S:12]([C:8]1[CH:7]=[C:6]2[C:11](=[CH:10][CH:9]=1)[C:2]([C:36]1[CH:37]=[CH:38][CH:39]=[CH:40][C:35]=1[C:33]([NH2:34])=[O:45])=[N:3][CH:4]=[C:5]2[F:32])(=[O:13])=[O:14]. The catalyst class is: 103.